Dataset: Full USPTO retrosynthesis dataset with 1.9M reactions from patents (1976-2016). Task: Predict the reactants needed to synthesize the given product. (1) Given the product [CH:12]1([C:15]([NH:18][C:2]2[C:7]([C:8]#[N:9])=[CH:6][N:5]=[C:4]([S:10][CH3:11])[N:3]=2)([CH3:17])[CH3:16])[CH2:14][CH2:13]1, predict the reactants needed to synthesize it. The reactants are: Cl[C:2]1[C:7]([C:8]#[N:9])=[CH:6][N:5]=[C:4]([S:10][CH3:11])[N:3]=1.[CH:12]1([C:15]([NH2:18])([CH3:17])[CH3:16])[CH2:14][CH2:13]1.CCN(C(C)C)C(C)C.O. (2) Given the product [Cl:1][C:2]1[CH:3]=[C:4]([C@@H:8]2[C@@H:13]([C:14]3[CH:19]=[CH:18][C:17]([Cl:20])=[CH:16][CH:15]=3)[N:12]([C@@H:21]([CH2:24][CH3:25])[CH:22]=[O:23])[C:11](=[O:26])[C@:10]([CH2:28][C:29]([O:31][CH3:32])=[O:30])([CH3:27])[CH2:9]2)[CH:5]=[CH:6][CH:7]=1, predict the reactants needed to synthesize it. The reactants are: [Cl:1][C:2]1[CH:3]=[C:4]([C@@H:8]2[C@@H:13]([C:14]3[CH:19]=[CH:18][C:17]([Cl:20])=[CH:16][CH:15]=3)[N:12]([C@@H:21]([CH2:24][CH3:25])[CH2:22][OH:23])[C:11](=[O:26])[C@:10]([CH2:28][C:29]([O:31][CH3:32])=[O:30])([CH3:27])[CH2:9]2)[CH:5]=[CH:6][CH:7]=1.CC(OI1(OC(C)=O)(OC(C)=O)OC(=O)C2C=CC=CC1=2)=O.[O-]S([O-])(=S)=O.[Na+].[Na+]. (3) Given the product [CH:1]([O:3][C:4]([N:6]1[CH2:30][C@:29]2([C:31](=[O:38])[CH2:32][F:57])[C@@H:8]([CH2:9][C@H:10]3[C@H:23]4[C@@:14]([F:27])([C@:15]5([CH3:26])[C:20]([C@@H:21]([F:24])[CH2:22]4)=[CH:19][C:18](=[O:25])[CH:17]=[CH:16]5)[C@@H:13]([OH:28])[CH2:12][C@@:11]32[CH3:39])[CH2:7]1)=[O:5])=[CH2:2], predict the reactants needed to synthesize it. The reactants are: [CH:1]([O:3][C:4]([N:6]1[CH2:30][C@:29]2([C:31](=[O:38])[CH2:32]OS(C)(=O)=O)[C@@H:8]([CH2:9][C@H:10]3[C@H:23]4[C@@:14]([F:27])([C@:15]5([CH3:26])[C:20]([C@@H:21]([F:24])[CH2:22]4)=[CH:19][C:18](=[O:25])[CH:17]=[CH:16]5)[C@@H:13]([OH:28])[CH2:12][C@@:11]32[CH3:39])[CH2:7]1)=[O:5])=[CH2:2].CCCC[N+](CCCC)(CCCC)CCCC.[F-:57].[F-].[K+]. (4) The reactants are: C(O[C:5]1[CH:6]=[C:7]([C:11]2[CH:16]=[CH:15][C:14]([O:17][CH3:18])=[C:13]([C:19]#[C:20][CH2:21]Br)[CH:12]=2)[CH:8]=[CH:9][CH:10]=1)(=O)C.[F:23][C:24]([F:33])([F:32])[C:25]1[CH:30]=[CH:29][C:28]([OH:31])=[CH:27][CH:26]=1.C(=O)([O-])[O-].[K+].[K+].[C:40]([O:43][CH2:44]C)(=[O:42])[CH3:41]. Given the product [CH3:18][O:17][C:14]1[CH:15]=[CH:16][C:11]([C:7]2[CH:8]=[CH:9][CH:10]=[C:5]([CH2:41][C:40]([O:43][CH3:44])=[O:42])[CH:6]=2)=[CH:12][C:13]=1[C:19]#[C:20][CH2:21][O:31][C:28]1[CH:27]=[CH:26][C:25]([C:24]([F:32])([F:33])[F:23])=[CH:30][CH:29]=1, predict the reactants needed to synthesize it. (5) Given the product [OH:8][C@@H:4]1[CH2:5][CH2:6][CH2:7][N:2]([C:16]([O:18][C:19]([CH3:22])([CH3:21])[CH3:20])=[O:17])[CH2:3]1, predict the reactants needed to synthesize it. The reactants are: Cl.[NH:2]1[CH2:7][CH2:6][CH2:5][C@@H:4]([OH:8])[CH2:3]1.C(N(CC)CC)C.[C:16](O[C:16]([O:18][C:19]([CH3:22])([CH3:21])[CH3:20])=[O:17])([O:18][C:19]([CH3:22])([CH3:21])[CH3:20])=[O:17].